Dataset: Catalyst prediction with 721,799 reactions and 888 catalyst types from USPTO. Task: Predict which catalyst facilitates the given reaction. (1) Reactant: [I:1][C:2]1[CH:3]=[N:4][N:5]([CH3:12])[C:6]=1[C:7]1[N:8]=[N:9][NH:10][N:11]=1.[CH3:13][CH2:14][O:15][C:16]([O:18][CH:19](Cl)[CH3:20])=[O:17].C(N(C(C)C)CC)(C)C. Product: [C:16](=[O:17])([O:18][CH:19]([N:9]1[NH:10][N:11]=[C:7]([C:6]2[N:5]([CH3:12])[N:4]=[CH:3][C:2]=2[I:1])[NH:8]1)[CH3:20])[O:15][CH2:14][CH3:13]. The catalyst class is: 3. (2) The catalyst class is: 2. Product: [F:23][C:24]1[CH:25]=[C:26]([CH:33]=[C:34]([F:36])[CH:35]=1)[CH:27]([OH:32])[C:28]([O:30][CH3:31])=[O:29].[F:1][C:2]1[CH:3]=[C:4]([CH:5]([F:20])[C:6]([OH:8])=[O:7])[CH:10]=[C:11]([F:13])[CH:12]=1. Reactant: [F:1][C:2]1[CH:3]=[C:4]([CH:10]=[C:11]([F:13])[CH:12]=1)[CH:5](O)[C:6]([OH:8])=[O:7].C(N(S(F)(F)[F:20])CC)C.[F:23][C:24]1[CH:25]=[C:26]([CH:33]=[C:34]([F:36])[CH:35]=1)[CH:27]([OH:32])[C:28]([O:30][CH3:31])=[O:29].[OH-].[Li+].